From a dataset of Forward reaction prediction with 1.9M reactions from USPTO patents (1976-2016). Predict the product of the given reaction. (1) Given the reactants Br[C:2]1[NH:3][C:4]2[C:9]([C:10]=1[CH:11]1[CH2:16][CH2:15][CH2:14][CH2:13][CH2:12]1)=[CH:8][CH:7]=[C:6]([C:17]([NH:19][S:20]([N:23]([CH3:25])[CH3:24])(=[O:22])=[O:21])=[O:18])[CH:5]=2.[CH3:26][O:27][C:28]1[CH:33]=[CH:32][C:31](B(O)O)=[C:30]([CH:37]=[O:38])[CH:29]=1.[Li+].[Cl-].C([O-])([O-])=O.[Na+].[Na+], predict the reaction product. The product is: [CH:11]1([C:10]2[C:9]3[C:4](=[CH:5][C:6]([C:17]([NH:19][S:20]([N:23]([CH3:24])[CH3:25])(=[O:22])=[O:21])=[O:18])=[CH:7][CH:8]=3)[N:3]3[CH:37]([OH:38])[C:30]4[C:31]([C:2]=23)=[CH:32][CH:33]=[C:28]([O:27][CH3:26])[CH:29]=4)[CH2:12][CH2:13][CH2:14][CH2:15][CH2:16]1. (2) Given the reactants [CH3:1][N:2]1[CH:6]=[C:5]([N:7]2[CH:12]=[CH:11][C:10](=[O:13])[C:9]([CH:14]([C:16]3[CH:21]=[CH:20][CH:19]=[C:18](B4OC(C)(C)C(C)(C)O4)[CH:17]=3)[CH3:15])=[N:8]2)[CH:4]=[N:3]1.Br[C:32]1[N:36]=[CH:35][N:34]([CH2:37][CH3:38])[N:33]=1.CC1NC(C2C=C(C=CC=2)CC2C(=O)C=CN(C3C=NN(C)C=3)N=2)=NC=1, predict the reaction product. The product is: [CH2:37]([N:34]1[CH:35]=[N:36][C:32]([C:18]2[CH:17]=[C:16]([CH:14]([C:9]3[C:10](=[O:13])[CH:11]=[CH:12][N:7]([C:5]4[CH:4]=[N:3][N:2]([CH3:1])[CH:6]=4)[N:8]=3)[CH3:15])[CH:21]=[CH:20][CH:19]=2)=[N:33]1)[CH3:38]. (3) Given the reactants I[C:2]1[S:6][C:5]([C:7]2[CH:8]=[C:9]3[C:13](=[CH:14][CH:15]=2)[C:12](=[O:16])[N:11]([CH3:17])[CH2:10]3)=[CH:4][CH:3]=1.CC1(C)C(C)(C)OB([C:26]2[CH:27]=[C:28]([NH2:32])[CH:29]=[N:30][CH:31]=2)O1, predict the reaction product. The product is: [NH2:32][C:28]1[CH:27]=[C:26]([C:2]2[S:6][C:5]([C:7]3[CH:8]=[C:9]4[C:13](=[CH:14][CH:15]=3)[C:12](=[O:16])[N:11]([CH3:17])[CH2:10]4)=[CH:4][CH:3]=2)[CH:31]=[N:30][CH:29]=1. (4) Given the reactants C1CCC(N=C=NC2CCCCC2)CC1.C([CH2:23][C:24]([O:29][CH2:30][C:31]1[CH:36]=[CH:35][CH:34]=[CH:33][CH:32]=1)([CH3:28])[C:25]([OH:27])=[O:26])C1C=CC=CC=1.O[N:38]1[C:42](=[O:43])[CH2:41][CH2:40][C:39]1=[O:44], predict the reaction product. The product is: [CH2:30]([O:29][C:24]([CH3:23])([CH3:28])[C:25]([O:27][N:38]1[C:42](=[O:43])[CH2:41][CH2:40][C:39]1=[O:44])=[O:26])[C:31]1[CH:32]=[CH:33][CH:34]=[CH:35][CH:36]=1. (5) The product is: [CH3:19][N:3]1[C:2](=[O:1])[CH2:7][O:6][C:5]2[CH:8]=[CH:9][CH:10]=[C:11]([O:12][CH2:13][C:14]([O:16][CH2:17][CH3:18])=[O:15])[C:4]1=2. Given the reactants [O:1]=[C:2]1[CH2:7][O:6][C:5]2[CH:8]=[CH:9][CH:10]=[C:11]([O:12][CH2:13][C:14]([O:16][CH2:17][CH3:18])=[O:15])[C:4]=2[NH:3]1.[C:19]([O-])([O-])=O.[K+].[K+].CI, predict the reaction product. (6) Given the reactants O=[C:2]1[C:10]2[C:5](=[CH:6][C:7]([C:11]([OH:13])=[O:12])=[CH:8][CH:9]=2)[C:4](=[O:14])[O:3]1.[CH2:15]([NH2:18])[CH:16]=[CH2:17].C1(C)C=CC=CC=1.Cl, predict the reaction product. The product is: [CH2:15]([N:18]1[C:4](=[O:14])[C:5]2[C:10](=[CH:9][CH:8]=[C:7]([C:11]([OH:13])=[O:12])[CH:6]=2)[C:2]1=[O:3])[CH:16]=[CH2:17]. (7) The product is: [Cl:19][C:5]1[C:6]([O:7][C:8]2[C:13]([C:14]([F:17])([F:15])[F:16])=[CH:12][CH:11]=[CH:10][N:9]=2)=[CH:18][C:2]([NH:1][C:30](=[O:31])[CH2:29][Cl:28])=[C:3]([F:20])[CH:4]=1. Given the reactants [NH2:1][C:2]1[C:3]([F:20])=[CH:4][C:5]([Cl:19])=[C:6]([CH:18]=1)[O:7][C:8]1[C:13]([C:14]([F:17])([F:16])[F:15])=[CH:12][CH:11]=[CH:10][N:9]=1.C(N(CC)CC)C.[Cl:28][CH2:29][C:30](Cl)=[O:31], predict the reaction product.